This data is from Forward reaction prediction with 1.9M reactions from USPTO patents (1976-2016). The task is: Predict the product of the given reaction. (1) Given the reactants [CH2:1]([C:3]1[CH:8]=[CH:7][N:6]=[C:5]([NH2:9])[CH:4]=1)[CH3:2].OS(O)(=O)=O.[N+:15]([O-])(O)=O, predict the reaction product. The product is: [CH2:1]([C:3]1[CH:8]=[CH:7][N:6]=[C:5]([NH:9][NH2:15])[CH:4]=1)[CH3:2]. (2) Given the reactants Cl[C:2]1[N:7]=[CH:6][C:5]([C:8]([O:10][CH3:11])=[O:9])=[CH:4][N:3]=1.[CH3:12][N:13]1[CH2:19][CH2:18][CH2:17][NH:16][CH2:15][CH2:14]1.C(N(C(C)C)C(C)C)C, predict the reaction product. The product is: [CH3:12][N:13]1[CH2:19][CH2:18][CH2:17][N:16]([C:2]2[N:7]=[CH:6][C:5]([C:8]([O:10][CH3:11])=[O:9])=[CH:4][N:3]=2)[CH2:15][CH2:14]1. (3) Given the reactants Cl.[CH2:2]([NH2:6])[CH2:3][C:4]#[CH:5].C(N(C(C)C)C(C)C)C.[C:16](Cl)(=[O:32])[O:17][CH2:18][CH:19]1[C:31]2[CH:30]=[CH:29][CH:28]=[CH:27][C:26]=2[C:25]2[C:20]1=[CH:21][CH:22]=[CH:23][CH:24]=2, predict the reaction product. The product is: [CH2:2]([NH:6][C:16](=[O:32])[O:17][CH2:18][CH:19]1[C:31]2[CH:30]=[CH:29][CH:28]=[CH:27][C:26]=2[C:25]2[C:20]1=[CH:21][CH:22]=[CH:23][CH:24]=2)[CH2:3][C:4]#[CH:5]. (4) Given the reactants [OH:1][C:2]1[CH:7]=[C:6]([OH:8])[CH:5]=[CH:4][C:3]=1[C:9](=[O:11])[CH3:10].[CH3:12][O:13][C:14]1[CH:21]=[CH:20][C:17]([CH2:18]Cl)=[CH:16][CH:15]=1.C(=O)([O-])[O-].[K+].[K+].[I-].[K+], predict the reaction product. The product is: [OH:1][C:2]1[CH:7]=[C:6]([O:8][CH2:18][C:17]2[CH:20]=[CH:21][C:14]([O:13][CH3:12])=[CH:15][CH:16]=2)[CH:5]=[CH:4][C:3]=1[C:9](=[O:11])[CH3:10]. (5) Given the reactants O.[NH2:2][NH2:3].[F:4][C:5]1[CH:6]=[N:7][CH:8]=[C:9]([CH:15]=1)[C:10](OCC)=[O:11], predict the reaction product. The product is: [F:4][C:5]1[CH:6]=[N:7][CH:8]=[C:9]([CH:15]=1)[C:10]([NH:2][NH2:3])=[O:11]. (6) Given the reactants Br[C:2]1[C:10]2[C:5](=[N:6][C:7]([NH:11][CH2:12][CH2:13][CH3:14])=[N:8][CH:9]=2)[NH:4][N:3]=1.C([O-])([O-])=O.[K+].[K+].[CH:21]1(Cl)[CH2:26][CH2:25][CH2:24][CH2:23][CH2:22]1.[C:28]1(B(O)O)[CH:33]=[CH:32][CH:31]=[CH:30][CH:29]=1, predict the reaction product. The product is: [CH:21]1([N:4]2[C:5]3=[N:6][C:7]([NH:11][CH2:12][CH2:13][CH3:14])=[N:8][CH:9]=[C:10]3[C:2]([C:28]3[CH:33]=[CH:32][CH:31]=[CH:30][CH:29]=3)=[N:3]2)[CH2:26][CH2:25][CH2:24][CH2:23][CH2:22]1. (7) Given the reactants [CH3:1][N:2]([C:4]1[CH:9]=[CH:8][CH:7]=[CH:6][CH:5]=1)[NH2:3].[OH:10][C:11]1[CH:18]=[C:17]([OH:19])[C:16]([OH:20])=[CH:15][C:12]=1[CH:13]=O, predict the reaction product. The product is: [CH3:1][N:2]([C:4]1[CH:9]=[CH:8][CH:7]=[CH:6][CH:5]=1)[N:3]=[CH:13][C:12]1[CH:15]=[C:16]([OH:20])[C:17]([OH:19])=[CH:18][C:11]=1[OH:10].